Task: Predict the reaction yield, written as a fraction of the theoretical maximum amount of product (1.0 means a 100% yield; for example, 0.34 means a 34% yield).. Dataset: Reaction yield outcomes from USPTO patents with 853,638 reactions (1) The reactants are [NH2:1][C:2]1[C:11]2[CH:10]=[CH:9][CH:8]=[C:7](Br)[C:6]=2[N:5]=[C:4]2[CH2:13][N:14]([CH2:17][C:18]3[CH:23]=[CH:22][C:21]([O:24][CH3:25])=[CH:20][CH:19]=3)[C:15](=[O:16])[C:3]=12.[F:26][C:27]1[CH:32]=[CH:31][C:30]([F:33])=[CH:29][C:28]=1B(O)O. No catalyst specified. The product is [NH2:1][C:2]1[C:11]2[CH:10]=[CH:9][CH:8]=[C:7]([C:31]3[CH:32]=[C:27]([F:26])[CH:28]=[CH:29][C:30]=3[F:33])[C:6]=2[N:5]=[C:4]2[CH2:13][N:14]([CH2:17][C:18]3[CH:23]=[CH:22][C:21]([O:24][CH3:25])=[CH:20][CH:19]=3)[C:15](=[O:16])[C:3]=12. The yield is 0.450. (2) The reactants are Br[C:2]1[CH:7]=[C:6]([CH2:8][S:9]([CH3:12])(=[O:11])=[O:10])[C:5]([F:13])=[CH:4][C:3]=1[O:14][CH3:15].[CH3:16][N:17]1[CH:26]=[C:25](B2OC(C)(C)C(C)(C)O2)[C:24]2[C:19](=[CH:20][CH:21]=[C:22]([C:36]3[CH:37]=[N:38][N:39]([CH3:41])[CH:40]=3)[CH:23]=2)[C:18]1=[O:42].[O-]P([O-])([O-])=O.[K+].[K+].[K+]. The catalyst is O1CCOCC1.C1C=CC(P(C2C=CC=CC=2)[C-]2C=CC=C2)=CC=1.C1C=CC(P(C2C=CC=CC=2)[C-]2C=CC=C2)=CC=1.Cl[Pd]Cl.[Fe+2]. The product is [F:13][C:5]1[C:6]([CH2:8][S:9]([CH3:12])(=[O:11])=[O:10])=[CH:7][C:2]([C:25]2[C:24]3[C:19](=[CH:20][CH:21]=[C:22]([C:36]4[CH:37]=[N:38][N:39]([CH3:41])[CH:40]=4)[CH:23]=3)[C:18](=[O:42])[N:17]([CH3:16])[CH:26]=2)=[C:3]([O:14][CH3:15])[CH:4]=1. The yield is 0.180. (3) The reactants are [CH:1]([C:4]1[CH:9]=[C:8]([O:10][CH3:11])[C:7]([C:12]2[N:13]=[CH:14][S:15][CH:16]=2)=[CH:6][C:5]=1[OH:17])([CH3:3])[CH3:2].Br[CH2:19][C:20]#[N:21].C([O-])([O-])=O.[K+].[K+]. The catalyst is C(#N)C. The product is [CH:1]([C:4]1[CH:9]=[C:8]([O:10][CH3:11])[C:7]([C:12]2[N:13]=[CH:14][S:15][CH:16]=2)=[CH:6][C:5]=1[O:17][CH2:19][C:20]#[N:21])([CH3:3])[CH3:2]. The yield is 0.720. (4) The catalyst is O1CCOCC1.C1(P([C-]2C=CC=C2)C2C=CC=CC=2)C=CC=CC=1.[CH-]1C=CC=C1.[Fe+2].C1C=CC(P(C2C=CC=CC=2)[C-]2C=CC=C2)=CC=1.C1C=CC(P(C2C=CC=CC=2)[C-]2C=CC=C2)=CC=1.Cl[Pd]Cl.[Fe+2]. The product is [CH2:4]([C:3]([C:6]1[CH:11]=[CH:10][C:9]([C:12]#[C:13][C:14]2([OH:20])[CH2:19][CH2:18][CH2:17][CH2:16][CH2:15]2)=[C:8]([CH3:21])[CH:7]=1)([C:22]1[CH:27]=[CH:26][C:25]([B:42]2[O:46][C:45]([CH3:48])([CH3:47])[C:44]([CH3:50])([CH3:49])[O:43]2)=[C:24]([CH3:36])[CH:23]=1)[CH2:1][CH3:2])[CH3:5]. The reactants are [CH2:1]([C:3]([C:22]1[CH:27]=[CH:26][C:25](OS(C(F)(F)F)(=O)=O)=[C:24]([CH3:36])[CH:23]=1)([C:6]1[CH:11]=[CH:10][C:9]([C:12]#[C:13][C:14]2([OH:20])[CH2:19][CH2:18][CH2:17][CH2:16][CH2:15]2)=[C:8]([CH3:21])[CH:7]=1)[CH2:4][CH3:5])[CH3:2].C([O-])(=O)C.[K+].[B:42]1([B:42]2[O:46][C:45]([CH3:48])([CH3:47])[C:44]([CH3:50])([CH3:49])[O:43]2)[O:46][C:45]([CH3:48])([CH3:47])[C:44]([CH3:50])([CH3:49])[O:43]1.[Cl-].[NH4+]. The yield is 0.730.